From a dataset of HIV replication inhibition screening data with 41,000+ compounds from the AIDS Antiviral Screen. Binary Classification. Given a drug SMILES string, predict its activity (active/inactive) in a high-throughput screening assay against a specified biological target. (1) The molecule is CCOC(=O)c1c(NS(=O)(=O)c2ccc(C)cc2)sc(C)c1C. The result is 0 (inactive). (2) The compound is COP(=O)(CC(=O)CCCCCOC1CCCCO1)OC. The result is 0 (inactive). (3) The molecule is COc1ccc(C2CC(=O)CC(c3ccc(OC)cc3)C23C(=O)CCCC3=O)cc1. The result is 0 (inactive). (4) The molecule is Cc1c(Cl)cccc1NC(=O)C(=O)C1C(=O)CC(C)(C)CC1=O. The result is 0 (inactive).